Dataset: Forward reaction prediction with 1.9M reactions from USPTO patents (1976-2016). Task: Predict the product of the given reaction. Given the reactants [Cl:1][C:2]1[CH:7]=[CH:6][C:5]([C:8]2[Se:9][C:10]([CH2:13][OH:14])=[CH:11][N:12]=2)=[CH:4][CH:3]=1.[H-].[Na+].Cl[C:18]1[C:23]([CH3:25])([CH3:24])[O:22][C:21]([CH3:27])([CH3:26])[C:20](=[O:28])[CH:19]=1, predict the reaction product. The product is: [Cl:1][C:2]1[CH:3]=[CH:4][C:5]([C:8]2[Se:9][C:10]([CH2:13][O:14][C:18]3[C:23]([CH3:24])([CH3:25])[O:22][C:21]([CH3:27])([CH3:26])[C:20](=[O:28])[CH:19]=3)=[CH:11][N:12]=2)=[CH:6][CH:7]=1.